From a dataset of Peptide-MHC class I binding affinity with 185,985 pairs from IEDB/IMGT. Regression. Given a peptide amino acid sequence and an MHC pseudo amino acid sequence, predict their binding affinity value. This is MHC class I binding data. (1) The peptide sequence is ISHGSMLYF. The MHC is Mamu-A01 with pseudo-sequence Mamu-A01. The binding affinity (normalized) is 0.569. (2) The MHC is HLA-B51:01 with pseudo-sequence HLA-B51:01. The binding affinity (normalized) is 0.0847. The peptide sequence is MFAVGTWMM.